From a dataset of Experimentally validated miRNA-target interactions with 360,000+ pairs, plus equal number of negative samples. Binary Classification. Given a miRNA mature sequence and a target amino acid sequence, predict their likelihood of interaction. The miRNA is mmu-miR-488-3p with sequence UUGAAAGGCUGUUUCUUGGUC. The protein sequence of the target gene is MSCRERTDSSCGCNGHEENRILKCVVVGDGAVGKTCLLMSYANDAFPEEYVPTVFDHYAVTVTVGGKQHLLGLYDTAGQEDYNQLRPLSYPNTDVFLICFSVVNPASYHNVQEEWVPELKDCMPHVPYVLIGTQIDLRDDPKTLARLLYMKEKPLTYEHGVKLAKAIGAQCYLECSALTQKGLKAVFDEAILTIFHPKKKKKGCLGCHGCCAII. Result: 0 (no interaction).